Dataset: Forward reaction prediction with 1.9M reactions from USPTO patents (1976-2016). Task: Predict the product of the given reaction. (1) Given the reactants S(Cl)([Cl:3])=O.[Cl:5][C:6]1[CH:11]=[CH:10][C:9]([C:12]2[CH:13]=[CH:14][C:15]([C:18]#[C:19][C:20]3[CH:25]=[CH:24][C:23]([C:26]#[C:27][CH2:28]O)=[CH:22][CH:21]=3)=[N:16][CH:17]=2)=[CH:8][CH:7]=1.C(=O)(O)[O-].[Na+], predict the reaction product. The product is: [Cl:5][C:6]1[CH:11]=[CH:10][C:9]([C:12]2[CH:13]=[CH:14][C:15]([C:18]#[C:19][C:20]3[CH:25]=[CH:24][C:23]([C:26]#[C:27][CH2:28][Cl:3])=[CH:22][CH:21]=3)=[N:16][CH:17]=2)=[CH:8][CH:7]=1. (2) Given the reactants C(=[N:14][C:15]1[CH:20]=[CH:19][CH:18]=[C:17]([C:21]([CH3:29])([N:23]2[CH2:28][CH2:27][O:26][CH2:25][CH2:24]2)[CH3:22])[CH:16]=1)(C1C=CC=CC=1)C1C=CC=CC=1.C([O-])(=O)C.[Na+].Cl.NO, predict the reaction product. The product is: [CH3:29][C:21]([C:17]1[CH:16]=[C:15]([NH2:14])[CH:20]=[CH:19][CH:18]=1)([N:23]1[CH2:28][CH2:27][O:26][CH2:25][CH2:24]1)[CH3:22]. (3) Given the reactants ClC(Cl)(Cl)[C:3]([C:5]1[NH:6][CH:7]=[C:8]([C:10](=[O:20])[CH2:11][C:12]2[CH:17]=[CH:16][CH:15]=[C:14]([F:18])[C:13]=2[F:19])[CH:9]=1)=[O:4].[CH3:23][O:24][CH:25]([O:29][CH3:30])[CH2:26][NH:27][CH3:28], predict the reaction product. The product is: [CH3:23][O:24][CH:25]([O:29][CH3:30])[CH2:26][N:27]([CH3:28])[C:3]([C:5]1[NH:6][CH:7]=[C:8]([C:10](=[O:20])[CH2:11][C:12]2[CH:17]=[CH:16][CH:15]=[C:14]([F:18])[C:13]=2[F:19])[CH:9]=1)=[O:4]. (4) Given the reactants [CH3:1][CH:2]([CH3:24])[CH2:3][CH:4]([C:8]1[CH:9]=[C:10](C2C=CC=CC=2)[CH:11]=[C:12](C(F)(F)F)[CH:13]=1)[C:5]([OH:7])=[O:6].[C:25]([C:27]1[CH:32]=[CH:31][C:30]([C:33]([F:36])([F:35])[F:34])=[CH:29][CH:28]=1)#[CH:26], predict the reaction product. The product is: [CH3:24][CH:2]([CH3:1])[CH2:3][CH:4]([C:8]1[CH:9]=[C:10]([C:27]2[CH:32]=[CH:31][C:30]([C:33]([F:36])([F:35])[F:34])=[CH:29][CH:28]=2)[CH:11]=[C:12]([C:26]#[C:25][C:27]2[CH:32]=[CH:31][C:30]([C:33]([F:34])([F:35])[F:36])=[CH:29][CH:28]=2)[CH:13]=1)[C:5]([OH:7])=[O:6]. (5) Given the reactants F[C:2]1[C:7]([C:8]2[N:13]=[C:12]([CH3:14])[N:11]=[C:10]([N:15]([CH2:25][C:26]3[CH:31]=[CH:30][C:29]([O:32][CH3:33])=[CH:28][CH:27]=3)[CH2:16][C:17]3[CH:22]=[CH:21][C:20]([O:23][CH3:24])=[CH:19][CH:18]=3)[N:9]=2)=[CH:6][CH:5]=[CH:4][N:3]=1.[NH2:34][C:35]1[CH:36]=[CH:37][C:38]([NH:41][C:42](=[O:48])[O:43][C:44]([CH3:47])([CH3:46])[CH3:45])=[N:39][CH:40]=1.[Li+].C[Si]([N-][Si](C)(C)C)(C)C, predict the reaction product. The product is: [CH3:24][O:23][C:20]1[CH:21]=[CH:22][C:17]([CH2:16][N:15]([CH2:25][C:26]2[CH:31]=[CH:30][C:29]([O:32][CH3:33])=[CH:28][CH:27]=2)[C:10]2[N:11]=[C:12]([CH3:14])[N:13]=[C:8]([C:7]3[C:2]([NH:34][C:35]4[CH:36]=[CH:37][C:38]([NH:41][C:42](=[O:48])[O:43][C:44]([CH3:46])([CH3:45])[CH3:47])=[N:39][CH:40]=4)=[N:3][CH:4]=[CH:5][CH:6]=3)[N:9]=2)=[CH:18][CH:19]=1.